This data is from Forward reaction prediction with 1.9M reactions from USPTO patents (1976-2016). The task is: Predict the product of the given reaction. (1) Given the reactants [CH2:1]([O:8][C:9]1[CH:26]=[CH:25][C:12]([O:13][C:14]2[C:22]([CH3:23])=[CH:21][C:20](I)=[C:19]3[C:15]=2[CH2:16][CH2:17][CH2:18]3)=[CH:11][C:10]=1[CH:27]([CH3:29])[CH3:28])[C:2]1[CH:7]=[CH:6][CH:5]=[CH:4][CH:3]=1.[C-:30]#[N:31].[K+], predict the reaction product. The product is: [CH2:1]([O:8][C:9]1[CH:26]=[CH:25][C:12]([O:13][C:14]2[C:15]3[CH2:16][CH2:17][CH2:18][C:19]=3[C:20]([C:30]#[N:31])=[CH:21][C:22]=2[CH3:23])=[CH:11][C:10]=1[CH:27]([CH3:29])[CH3:28])[C:2]1[CH:7]=[CH:6][CH:5]=[CH:4][CH:3]=1. (2) Given the reactants [CH2:1]([O:3][C:4]([C:6]1[S:10][C:9]([NH2:11])=[N:8][C:7]=1[C:12]([F:15])([F:14])[F:13])=[O:5])[CH3:2].[C:16]([O:20][C:21]([O:23]C(OC(C)(C)C)=O)=[O:22])([CH3:19])([CH3:18])[CH3:17], predict the reaction product. The product is: [CH2:1]([O:3][C:4]([C:6]1[S:10][C:9]([NH:11][O:23][C:21]([O:20][C:16]([CH3:19])([CH3:18])[CH3:17])=[O:22])=[N:8][C:7]=1[C:12]([F:14])([F:15])[F:13])=[O:5])[CH3:2]. (3) Given the reactants Br[C:2]1[CH:7]=[CH:6][C:5]([O:8][C:9]([F:12])([F:11])[F:10])=[CH:4][C:3]=1[F:13].[I-:14].[Na+].CN[C@@H]1CCCC[C@H]1NC, predict the reaction product. The product is: [F:13][C:3]1[CH:4]=[C:5]([O:8][C:9]([F:12])([F:11])[F:10])[CH:6]=[CH:7][C:2]=1[I:14].